From a dataset of Forward reaction prediction with 1.9M reactions from USPTO patents (1976-2016). Predict the product of the given reaction. (1) Given the reactants [F:1][C:2]1[CH:3]=[C:4]([N:8]=[C:9](SC)[NH:10][C:11]2[CH:16]=[CH:15][C:14]([CH:17]([N:21]3[CH:25]=[CH:24][N:23]=[CH:22]3)[CH:18]([CH3:20])[CH3:19])=[CH:13][CH:12]=2)[CH:5]=[CH:6][CH:7]=1.[NH3:28], predict the reaction product. The product is: [F:1][C:2]1[CH:3]=[C:4]([NH:8][C:9](=[NH:28])[NH:10][C:11]2[CH:16]=[CH:15][C:14]([CH:17]([N:21]3[CH:25]=[CH:24][N:23]=[CH:22]3)[CH:18]([CH3:20])[CH3:19])=[CH:13][CH:12]=2)[CH:5]=[CH:6][CH:7]=1. (2) Given the reactants O[C:2]1[C:11]2[C:6](=[CH:7][C:8]([O:12][CH3:13])=[CH:9][CH:10]=2)[N:5]=[CH:4][CH:3]=1.P(Br)(Br)([Br:16])=O.C(=O)([O-])[O-].[K+].[K+], predict the reaction product. The product is: [Br:16][C:2]1[C:11]2[C:6](=[CH:7][C:8]([O:12][CH3:13])=[CH:9][CH:10]=2)[N:5]=[CH:4][CH:3]=1. (3) Given the reactants [NH2:1][C:2]1[C:7]([C:8]([C:10]2[C:15]([O:16][CH3:17])=[CH:14][CH:13]=[C:12]([F:18])[C:11]=2[F:19])=[O:9])=[CH:6][N:5]=[C:4](S(CC)(=O)=O)[N:3]=1.[CH3:25][S:26]([N:29]1[CH2:34][CH2:33][CH:32]([NH2:35])[CH2:31][CH2:30]1)(=[O:28])=[O:27], predict the reaction product. The product is: [NH2:1][C:2]1[C:7]([C:8]([C:10]2[C:15]([O:16][CH3:17])=[CH:14][CH:13]=[C:12]([F:18])[C:11]=2[F:19])=[O:9])=[CH:6][N:5]=[C:4]([NH:35][CH:32]2[CH2:33][CH2:34][N:29]([S:26]([CH3:25])(=[O:28])=[O:27])[CH2:30][CH2:31]2)[N:3]=1. (4) Given the reactants [Cl:1][C:2]1[CH:10]=[C:9]2[C:5]([CH:6]=[C:7]([C:18](OCC)=[O:19])[N:8]2[C:11]2[CH:16]=[CH:15][CH:14]=[C:13]([F:17])[CH:12]=2)=[CH:4][CH:3]=1.[AlH4-].[Li+], predict the reaction product. The product is: [Cl:1][C:2]1[CH:10]=[C:9]2[C:5]([CH:6]=[C:7]([CH2:18][OH:19])[N:8]2[C:11]2[CH:16]=[CH:15][CH:14]=[C:13]([F:17])[CH:12]=2)=[CH:4][CH:3]=1. (5) Given the reactants [CH3:1][O:2][C:3](=[O:14])[CH2:4][C:5]1[S:9][CH:8]=[N:7][C:6]=1[C:10]([O:12]C)=O.[F:15][C:16]1[CH:25]=[C:24]([I:26])[CH:23]=[CH:22][C:17]=1[N:18]=[C:19]=[N:20][CH3:21], predict the reaction product. The product is: [F:15][C:16]1[CH:25]=[C:24]([I:26])[CH:23]=[CH:22][C:17]=1[NH:18][C:19]1[N:20]([CH3:21])[C:10](=[O:12])[C:6]2[N:7]=[CH:8][S:9][C:5]=2[C:4]=1[C:3]([O:2][CH3:1])=[O:14]. (6) The product is: [C:25]([OH:30])(=[O:29])[C:26]([OH:28])=[O:27].[OH:1][CH2:2][CH2:3][CH2:4][C@H:5]1[NH:9][CH2:8][C@@H:7]([NH:10][C:11]([C:13]2[C:21]3[C:16](=[CH:17][CH:18]=[CH:19][CH:20]=3)[N:15]([CH:22]([CH3:24])[CH3:23])[N:14]=2)=[O:12])[CH2:6]1. Given the reactants [OH:1][CH2:2][CH2:3][CH2:4][C@H:5]1[NH:9][CH2:8][C@@H:7]([NH:10][C:11]([C:13]2[C:21]3[C:16](=[CH:17][CH:18]=[CH:19][CH:20]=3)[N:15]([CH:22]([CH3:24])[CH3:23])[N:14]=2)=[O:12])[CH2:6]1.[C:25]([OH:30])(=[O:29])[C:26]([OH:28])=[O:27], predict the reaction product. (7) Given the reactants Cl[C:2]1[CH:7]=[CH:6][C:5]([N+:8]([O-:10])=[O:9])=[CH:4][N:3]=1.[CH:11]([C:14]1[CH:19]=[CH:18][C:17]([OH:20])=[CH:16][CH:15]=1)([CH3:13])[CH3:12].C([O-])([O-])=O.[K+].[K+], predict the reaction product. The product is: [CH:11]([C:14]1[CH:19]=[CH:18][C:17]([O:20][C:2]2[CH:7]=[CH:6][C:5]([N+:8]([O-:10])=[O:9])=[CH:4][N:3]=2)=[CH:16][CH:15]=1)([CH3:13])[CH3:12]. (8) The product is: [F:15][C:16]1[CH:21]=[CH:20][CH:19]=[CH:18][C:17]=1[N:22]1[C:31]2[C:26](=[CH:27][C:28]([F:33])=[C:29]([N:5]3[CH2:6][CH2:7][N:2]([CH3:1])[CH2:3][CH2:4]3)[CH:30]=2)[C:25](=[O:34])[N:24]([O:35][CH2:36][C:37]2[CH:38]=[CH:39][CH:40]=[CH:41][CH:42]=2)[C:23]1=[O:43]. Given the reactants [CH3:1][N:2]1[CH2:7][CH2:6][NH:5][CH2:4][CH2:3]1.C(N(CC)CC)C.[F:15][C:16]1[CH:21]=[CH:20][CH:19]=[CH:18][C:17]=1[N:22]1[C:31]2[C:26](=[CH:27][C:28]([F:33])=[C:29](F)[CH:30]=2)[C:25](=[O:34])[N:24]([O:35][CH2:36][C:37]2[CH:42]=[CH:41][CH:40]=[CH:39][CH:38]=2)[C:23]1=[O:43], predict the reaction product. (9) Given the reactants C(O)(C(F)(F)F)=O.C(OC(=O)[NH:14][C:15]1[C:24]2[C:19](=[CH:20][CH:21]=[CH:22][CH:23]=2)[C:18]([O:25][C:26]2[CH:31]=[CH:30][N:29]=[C:28]([NH:32][C:33]3[CH:38]=[C:37]([C:39](=[O:49])[NH:40][CH2:41][CH2:42][N:43]4[CH2:48][CH2:47][O:46][CH2:45][CH2:44]4)[CH:36]=[C:35]([C:50]#[CH:51])[CH:34]=3)[N:27]=2)=[CH:17][CH:16]=1)(C)(C)C.O.C(=O)([O-])[O-].[K+].[K+], predict the reaction product. The product is: [NH2:14][C:15]1[C:24]2[C:19](=[CH:20][CH:21]=[CH:22][CH:23]=2)[C:18]([O:25][C:26]2[CH:31]=[CH:30][N:29]=[C:28]([NH:32][C:33]3[CH:38]=[C:37]([CH:36]=[C:35]([C:50]#[CH:51])[CH:34]=3)[C:39]([NH:40][CH2:41][CH2:42][N:43]3[CH2:48][CH2:47][O:46][CH2:45][CH2:44]3)=[O:49])[N:27]=2)=[CH:17][CH:16]=1.